From a dataset of Catalyst prediction with 721,799 reactions and 888 catalyst types from USPTO. Predict which catalyst facilitates the given reaction. (1) Reactant: [Cl:1][C:2]1[CH:7]=[CH:6][CH:5]=[CH:4][C:3]=1[C:8](=[N+]=[N-])[C:9]([O:11][CH3:12])=[O:10].[CH:15](/[C:19]1[CH:24]=[CH:23][CH:22]=[CH:21][CH:20]=1)=[CH:16]\[CH:17]=[CH2:18]. Product: [Cl:1][C:2]1[CH:7]=[CH:6][CH:5]=[CH:4][C:3]=1[C:8]1([C:9]([O:11][CH3:12])=[O:10])[CH2:18][CH:17]1/[CH:16]=[CH:15]/[C:19]1[CH:24]=[CH:23][CH:22]=[CH:21][CH:20]=1. The catalyst class is: 11. (2) Reactant: [CH3:1][C:2]1[C:10]2[C:9](=[O:11])[C:8]([C:12](OCC)=[O:13])=[CH:7][N:6]([CH3:17])[C:5]=2[S:4][C:3]=1[CH2:18][N:19]1[CH2:24][CH2:23][O:22][CH2:21][CH2:20]1.[Cl:25][C:26]1[CH:33]=[CH:32][C:29]([CH2:30][NH2:31])=[CH:28][CH:27]=1. Product: [Cl:25][C:26]1[CH:33]=[CH:32][C:29]([CH2:30][NH:31][C:12]([C:8]2[C:9](=[O:11])[C:10]3[C:2]([CH3:1])=[C:3]([CH2:18][N:19]4[CH2:20][CH2:21][O:22][CH2:23][CH2:24]4)[S:4][C:5]=3[N:6]([CH3:17])[CH:7]=2)=[O:13])=[CH:28][CH:27]=1. The catalyst class is: 5.